From a dataset of Reaction yield outcomes from USPTO patents with 853,638 reactions. Predict the reaction yield, written as a fraction of the theoretical maximum amount of product (1.0 means a 100% yield; for example, 0.34 means a 34% yield). (1) The reactants are [Mg].BrCCBr.Br[C:7]1[CH:12]=[C:11]([O:13][CH3:14])[CH:10]=[C:9]([O:15][CH3:16])[CH:8]=1.[OH:17][C@:18]1([CH3:33])[CH2:27][CH2:26][C@@H:25]2[C@:20]([CH3:30])([CH2:21][CH2:22][CH2:23][C:24]2([CH3:29])[CH3:28])[C@H:19]1[CH:31]=[O:32].Cl. The catalyst is C1COCC1.O.CCOC(C)=O. The product is [CH3:16][O:15][C:9]1[CH:8]=[C:7]([CH:31]([OH:32])[C@@H:19]2[C@:20]3([CH3:30])[C@H:25]([C:24]([CH3:28])([CH3:29])[CH2:23][CH2:22][CH2:21]3)[CH2:26][CH2:27][C@@:18]2([CH3:33])[OH:17])[CH:12]=[C:11]([O:13][CH3:14])[CH:10]=1. The yield is 0.250. (2) The reactants are O[C@H:2]([C:9]1[CH:14]=[CH:13][CH:12]=[C:11]([O:15][CH3:16])[CH:10]=1)[CH2:3][CH2:4][C:5]([O:7]C)=[O:6]. The catalyst is C(Cl)Cl.FC(F)(F)C(O)=O. The product is [CH3:16][O:15][C:11]1[CH:10]=[C:9]([C@H:2]2[O:7][C:5](=[O:6])[CH2:4][CH2:3]2)[CH:14]=[CH:13][CH:12]=1. The yield is 1.00. (3) The yield is 0.590. The catalyst is CN(C)C=O.C(OCC)(=O)C. The product is [N+:1]([C:4]1[CH:8]=[CH:7][N:6]([CH2:12][CH2:13][CH:14]([CH3:16])[CH3:15])[N:5]=1)([O-:3])=[O:2]. The reactants are [N+:1]([C:4]1[CH:8]=[CH:7][NH:6][N:5]=1)([O-:3])=[O:2].[H-].[Na+].Br[CH2:12][CH2:13][CH:14]([CH3:16])[CH3:15]. (4) The reactants are [CH3:1][N:2]1[CH:6]=[C:5]([C:7]([OH:9])=O)[N:4]=[CH:3]1.C1C=NC2N(O)N=NC=2C=1.CCN=C=NCCCN(C)C.Cl.[F:32][C:33]1[CH:50]=[CH:49][C:36]([C:37]([N:39]2[CH2:44][CH2:43][CH2:42][C@H:41]([C:45]([NH:47]O)=[NH:46])[CH2:40]2)=[O:38])=[CH:35][CH:34]=1. The catalyst is C(Cl)Cl.CN(C=O)C.C(#N)C.C(N(CC)CC)C. The product is [F:32][C:33]1[CH:50]=[CH:49][C:36]([C:37]([N:39]2[CH2:44][CH2:43][CH2:42][C@H:41]([C:45]3[N:47]=[C:7]([C:5]4[N:4]=[CH:3][N:2]([CH3:1])[CH:6]=4)[O:9][N:46]=3)[CH2:40]2)=[O:38])=[CH:35][CH:34]=1. The yield is 0.570. (5) The reactants are [F:1][C:2]([F:30])([O:6][C:7]1[CH:8]=[C:9]([CH2:13][N:14]([CH2:23][CH:24]([OH:29])[C:25]([F:28])([F:27])[F:26])[C:15]2[CH:16]=[C:17]([CH:20]=[CH:21][CH:22]=2)[C:18]#[N:19])[CH:10]=[CH:11][CH:12]=1)[CH:3]([F:5])[F:4].C[Sn]([N:35]=[N+:36]=[N-:37])(C)C.C1COCC1.Cl. The catalyst is C1(C)C=CC=CC=1. The product is [F:1][C:2]([F:30])([O:6][C:7]1[CH:8]=[C:9]([CH2:13][N:14]([C:15]2[CH:22]=[CH:21][CH:20]=[C:17]([C:18]3[NH:37][N:36]=[N:35][N:19]=3)[CH:16]=2)[CH2:23][CH:24]([OH:29])[C:25]([F:27])([F:28])[F:26])[CH:10]=[CH:11][CH:12]=1)[CH:3]([F:5])[F:4]. The yield is 0.330. (6) The reactants are CC1C=CC(S(O[CH2:12][CH:13]2[CH2:17][C:16]3[C:18]([F:29])=[C:19]([F:28])[CH:20]=[C:21]([C:22]4[CH:27]=[CH:26][CH:25]=[CH:24][CH:23]=4)[C:15]=3[O:14]2)(=O)=O)=CC=1.[N-:30]=[N+:31]=[N-:32].[Na+]. The catalyst is CN(C)C=O.C(OCC)(=O)C. The product is [F:29][C:18]1[C:16]2[CH2:17][CH:13]([CH2:12][N:30]=[N+:31]=[N-:32])[O:14][C:15]=2[C:21]([C:22]2[CH:27]=[CH:26][CH:25]=[CH:24][CH:23]=2)=[CH:20][C:19]=1[F:28]. The yield is 0.990.